Dataset: Forward reaction prediction with 1.9M reactions from USPTO patents (1976-2016). Task: Predict the product of the given reaction. (1) Given the reactants F[C:2]1[C:9]([F:10])=[CH:8][C:7]([F:11])=[CH:6][C:3]=1[CH:4]=[O:5].[CH:12]1([CH2:15][NH:16][CH2:17][CH:18]2[CH2:20][CH2:19]2)[CH2:14][CH2:13]1.C1(CNCC)CCCC1, predict the reaction product. The product is: [CH:12]1([CH2:15][N:16]([CH2:17][CH:18]2[CH2:20][CH2:19]2)[C:2]2[C:9]([F:10])=[CH:8][C:7]([F:11])=[CH:6][C:3]=2[CH:4]=[O:5])[CH2:14][CH2:13]1. (2) Given the reactants [F:1][C:2]1[CH:7]=[C:6]([F:8])[CH:5]=[CH:4][C:3]=1[C:9]1[C:10]2[CH:16]=[C:15]([C:17]([NH:19][C@@H:20]([C:22]3[O:26][N:25]=[C:24]([CH3:27])[N:23]=3)[CH3:21])=[O:18])[S:14][C:11]=2[NH:12][N:13]=1.C(=O)([O-])[O-].[K+].[K+].I[CH2:35][CH2:36][OH:37], predict the reaction product. The product is: [F:1][C:2]1[CH:7]=[C:6]([F:8])[CH:5]=[CH:4][C:3]=1[C:9]1[C:10]2[CH:16]=[C:15]([C:17]([NH:19][C@@H:20]([C:22]3[O:26][N:25]=[C:24]([CH3:27])[N:23]=3)[CH3:21])=[O:18])[S:14][C:11]=2[N:12]([CH2:35][CH2:36][OH:37])[N:13]=1. (3) Given the reactants [N:1]1([CH2:6][C:7]2[CH:8]=[C:9]([C:13]3[CH:17]=[C:16]([CH2:18][CH:19]([CH3:21])[CH3:20])[S:15][C:14]=3[S:22]([NH:25]C(C)(C)C)(=[O:24])=[O:23])[CH:10]=[CH:11][CH:12]=2)[CH:5]=[CH:4][N:3]=[CH:2]1.B(Cl)(Cl)Cl.N1(C2C=CC=CN=2)CCCC1.Cl[C:46]([O:48][CH2:49][CH2:50][CH2:51][CH3:52])=[O:47].C(O)(=O)CC(CC(O)=O)(C(O)=O)O, predict the reaction product. The product is: [CH2:49]([O:48][C:46]([NH:25][S:22]([C:14]1[S:15][C:16]([CH2:18][CH:19]([CH3:20])[CH3:21])=[CH:17][C:13]=1[C:9]1[CH:10]=[CH:11][CH:12]=[C:7]([CH2:6][N:1]2[CH:5]=[CH:4][N:3]=[CH:2]2)[CH:8]=1)(=[O:23])=[O:24])=[O:47])[CH2:50][CH2:51][CH3:52]. (4) The product is: [CH2:22]([O:21][CH:16]1[CH:15]([NH:14][C:13]([CH:9]2[CH2:10][CH2:11][CH2:12][NH:8]2)=[O:29])[CH2:19][C:18](=[O:20])[O:17]1)[C:23]1[CH:24]=[CH:25][CH:26]=[CH:27][CH:28]=1. Given the reactants C(OC([N:8]1[CH2:12][CH2:11][CH2:10][CH:9]1[C:13](=[O:29])[NH:14][CH:15]1[CH2:19][C:18](=[O:20])[O:17][CH:16]1[O:21][CH2:22][C:23]1[CH:28]=[CH:27][CH:26]=[CH:25][CH:24]=1)=O)(C)(C)C.C(O)(C(F)(F)F)=O, predict the reaction product. (5) Given the reactants C(=O)([O-])[O-].[K+].[K+].[CH3:7][O:8][C:9]1[CH:15]=[CH:14][C:12]([NH2:13])=[CH:11][CH:10]=1.[Br-].C([N+]1(C)[CH2:29][CH2:28][C:27](=[O:30])[CH2:26][CH2:25]1)C1C=CC=CC=1, predict the reaction product. The product is: [CH3:7][O:8][C:9]1[CH:15]=[CH:14][C:12]([N:13]2[CH2:29][CH2:28][C:27](=[O:30])[CH2:26][CH2:25]2)=[CH:11][CH:10]=1. (6) Given the reactants [C:1]([Si:3]([CH3:6])([CH3:5])[CH3:4])#[CH:2].C(N(CC)CC)C.Br[C:15]1[C:16]([F:23])=[C:17]([CH2:21][OH:22])[CH:18]=[CH:19][CH:20]=1, predict the reaction product. The product is: [F:23][C:16]1[C:15]([C:2]#[C:1][Si:3]([CH3:6])([CH3:5])[CH3:4])=[CH:20][CH:19]=[CH:18][C:17]=1[CH2:21][OH:22]. (7) Given the reactants [CH2:1]([C:8]1[C:9]([N:27]2[CH2:32][CH2:31][NH:30][CH2:29][CH2:28]2)=[N:10][N:11](CC2C=CC(OC)=CC=2)[C:12]=1[C:13]([O:15][CH2:16][CH3:17])=[O:14])[C:2]1[CH:7]=[CH:6][CH:5]=[CH:4][CH:3]=1.S(=O)(=O)(O)O.FC(F)(F)[C:40]([OH:42])=[O:41], predict the reaction product. The product is: [CH2:1]([C:8]1[C:12]([C:13]([O:15][CH2:16][CH3:17])=[O:14])=[N:11][NH:10][C:9]=1[N:27]1[CH2:32][CH2:31][N:30]([C:40]([O:42][C:2]([CH3:7])([CH3:3])[CH3:1])=[O:41])[CH2:29][CH2:28]1)[C:2]1[CH:7]=[CH:6][CH:5]=[CH:4][CH:3]=1. (8) Given the reactants [CH:1]1([C:4]2[NH:8][C:7]3[CH:9]=[C:10]([C:14]4[C:15]([CH3:20])=[N:16][O:17][C:18]=4[CH3:19])[CH:11]=[C:12](I)[C:6]=3[N:5]=2)[CH2:3][CH2:2]1.[F:21][C:22]([F:30])([F:29])[CH:23]1[NH:27][C:26](=[O:28])[CH2:25][CH2:24]1, predict the reaction product. The product is: [CH:1]1([C:4]2[NH:8][C:7]3[CH:9]=[C:10]([C:14]4[C:15]([CH3:20])=[N:16][O:17][C:18]=4[CH3:19])[CH:11]=[C:12]([N:27]4[C@H:23]([C:22]([F:30])([F:29])[F:21])[CH2:24][CH2:25][C:26]4=[O:28])[C:6]=3[N:5]=2)[CH2:3][CH2:2]1.